This data is from Full USPTO retrosynthesis dataset with 1.9M reactions from patents (1976-2016). The task is: Predict the reactants needed to synthesize the given product. (1) Given the product [CH:1]1([N:4]([CH2:32][CH3:33])[C:5]2[N:10]=[CH:9][C:8]([CH2:11][N:12]([C:25]3[CH:26]=[CH:27][C:28]([F:31])=[CH:29][CH:30]=3)[C:13]([CH:15]3[CH2:24][C:23]4[C:18](=[CH:19][CH:20]=[CH:21][CH:22]=4)[CH2:17][N:16]3[CH3:34])=[O:14])=[CH:7][CH:6]=2)[CH2:3][CH2:2]1, predict the reactants needed to synthesize it. The reactants are: [CH:1]1([N:4]([CH2:32][CH3:33])[C:5]2[N:10]=[CH:9][C:8]([CH2:11][N:12]([C:25]3[CH:30]=[CH:29][C:28]([F:31])=[CH:27][CH:26]=3)[C:13]([CH:15]3[CH2:24][C:23]4[C:18](=[CH:19][CH:20]=[CH:21][CH:22]=4)[CH2:17][NH:16]3)=[O:14])=[CH:7][CH:6]=2)[CH2:3][CH2:2]1.[C:34](O[BH-](OC(=O)C)OC(=O)C)(=O)C.[Na+].C(=O)(O)[O-].[Na+]. (2) Given the product [I:11][C:8]1[CH:7]=[C:3]2[C:2](=[CH:10][CH:9]=1)[NH:1][C:18](=[O:16])[NH:19][C:4]2=[O:5], predict the reactants needed to synthesize it. The reactants are: [NH2:1][C:2]1[CH:10]=[CH:9][C:8]([I:11])=[CH:7][C:3]=1[C:4](O)=[O:5].C(O)(=O)C.[O:16]([C:18]#[N:19])[K].[OH-].[Na+].